From a dataset of Reaction yield outcomes from USPTO patents with 853,638 reactions. Predict the reaction yield, written as a fraction of the theoretical maximum amount of product (1.0 means a 100% yield; for example, 0.34 means a 34% yield). (1) The reactants are [Cl:1][C:2]1[CH:7]=[CH:6][C:5]([C:8]2[N:12]([C:13]3[CH:18]=[CH:17][C:16]([S:19]([NH2:22])(=[O:21])=[O:20])=[CH:15][CH:14]=3)[N:11]=[C:10]([CH2:23]O)[CH:9]=2)=[CH:4][CH:3]=1.C1(C)C=CC(S([Cl:34])(=O)=O)=CC=1.[Cl-].[Li+].C(N(CC)CC)C. The catalyst is O1CCCC1.C(OCC)(=O)C. The product is [Cl:1][C:2]1[CH:7]=[CH:6][C:5]([C:8]2[N:12]([C:13]3[CH:18]=[CH:17][C:16]([S:19]([NH2:22])(=[O:21])=[O:20])=[CH:15][CH:14]=3)[N:11]=[C:10]([CH2:23][Cl:34])[CH:9]=2)=[CH:4][CH:3]=1. The yield is 0.800. (2) The reactants are N(OC(C)(C)C)=O.[CH2:8]([O:10][C:11]([C:13]1[CH:14]=[N:15][N:16]([CH2:19][CH2:20][O:21][CH2:22][CH2:23][O:24][CH3:25])[C:17]=1N)=[O:12])[CH3:9].[ClH:26]. The catalyst is C(#N)C. The product is [CH2:8]([O:10][C:11]([C:13]1[CH:14]=[N:15][N:16]([CH2:19][CH2:20][O:21][CH2:22][CH2:23][O:24][CH3:25])[C:17]=1[Cl:26])=[O:12])[CH3:9]. The yield is 0.300. (3) The reactants are [CH2:1]([O:12][CH2:13][CH2:14][O:15][CH2:16][CH2:17][O:18][CH2:19][CH2:20][OH:21])[CH2:2][CH2:3][CH2:4][CH2:5]CCCCC=C.C[OH:23].[S:24]1[CH:28]=[CH:27][CH:26]=[C:25]1[CH2:29][C:30](O)=O.Cl.Cl.N([C:43]([CH3:48])(C)C(N)=N)=NC(C)(C)C(N)=N. The catalyst is CO.C(OCC)(=O)C.CCCCCC. The product is [OH:21][CH2:20][CH2:19][O:18][CH2:17][CH2:16][O:15][CH2:14][CH2:13][O:12][CH2:1][CH2:2][CH2:3][CH2:4][CH2:5][CH2:30][CH2:29][CH2:25][CH2:26][CH2:27][CH2:28][S:24][C:43](=[O:23])[CH3:48]. The yield is 0.980. (4) The reactants are [NH2:1][C:2]1[CH:7]=[CH:6][C:5]([O:8][CH3:9])=[CH:4][C:3]=1[SH:10].[Cl:11][C:12]1[N:17]=[N:16][C:15]([C:18]2[CH:25]=[CH:24][C:21]([CH:22]=O)=[CH:20][CH:19]=2)=[CH:14][CH:13]=1. The catalyst is CS(C)=O. The product is [Cl:11][C:12]1[N:17]=[N:16][C:15]([C:18]2[CH:25]=[CH:24][C:21]([C:22]3[S:10][C:3]4[CH:4]=[C:5]([O:8][CH3:9])[CH:6]=[CH:7][C:2]=4[N:1]=3)=[CH:20][CH:19]=2)=[CH:14][CH:13]=1. The yield is 0.520. (5) The reactants are CC(C)([O-])C.CO[C:8](=[O:22])[C:9]1[CH:14]=[CH:13][N:12]=[C:11]([NH:15][C:16](=[O:21])[C:17]([CH3:20])([CH3:19])[CH3:18])[CH:10]=1.[CH3:23][C:24]#[N:25]. The catalyst is C1(C)C=CC=CC=1. The product is [C:24]([CH2:23][C:8]([C:9]1[CH:14]=[CH:13][N:12]=[C:11]([NH:15][C:16](=[O:21])[C:17]([CH3:18])([CH3:19])[CH3:20])[CH:10]=1)=[O:22])#[N:25]. The yield is 0.947.